From a dataset of Forward reaction prediction with 1.9M reactions from USPTO patents (1976-2016). Predict the product of the given reaction. Given the reactants [C:1]1([C:7](=[C:15]2[CH2:20][C:19]([CH3:22])([CH3:21])[CH2:18][C:17]([CH3:24])([CH3:23])[CH2:16]2)[C:8]2[CH:13]=[CH:12][C:11]([OH:14])=[CH:10][CH:9]=2)[CH:6]=[CH:5][CH:4]=[CH:3][CH:2]=1.C([O-])([O-])=O.[K+].[K+].Cl[CH2:32][CH2:33][CH2:34][C:35]([O:37][CH2:38][CH3:39])=[O:36], predict the reaction product. The product is: [C:1]1([C:7](=[C:15]2[CH2:16][C:17]([CH3:24])([CH3:23])[CH2:18][C:19]([CH3:22])([CH3:21])[CH2:20]2)[C:8]2[CH:9]=[CH:10][C:11]([O:14][CH2:32][CH2:33][CH2:34][C:35]([O:37][CH2:38][CH3:39])=[O:36])=[CH:12][CH:13]=2)[CH:2]=[CH:3][CH:4]=[CH:5][CH:6]=1.